This data is from Forward reaction prediction with 1.9M reactions from USPTO patents (1976-2016). The task is: Predict the product of the given reaction. (1) Given the reactants [Si]([O:8][CH2:9][C@H:10]([CH3:23])[O:11][C:12]1[CH:13]=[C:14]([CH:19]=[C:20]([OH:22])[CH:21]=1)[C:15]([O:17][CH3:18])=[O:16])(C(C)(C)C)(C)C.[F:24][C:25]1[CH:26]=[C:27]([CH:34]=[CH:35][C:36]=1F)[C:28]([N:30]1[CH2:33][CH2:32][CH2:31]1)=[O:29].C(=O)([O-])[O-].[K+].[K+], predict the reaction product. The product is: [N:30]1([C:28]([C:27]2[CH:34]=[CH:35][C:36]([O:22][C:20]3[CH:19]=[C:14]([CH:13]=[C:12]([O:11][C@@H:10]([CH3:23])[CH2:9][OH:8])[CH:21]=3)[C:15]([O:17][CH3:18])=[O:16])=[C:25]([F:24])[CH:26]=2)=[O:29])[CH2:33][CH2:32][CH2:31]1. (2) Given the reactants Br[C:2]1[CH:3]=[CH:4][C:5]2[O:9][C:8]([CH:10]([NH:14][C:15]3[CH:20]=[CH:19][C:18]([C:21]([N:23]([CH3:31])[CH2:24][CH2:25][C:26]([O:28][CH2:29][CH3:30])=[O:27])=[O:22])=[CH:17][CH:16]=3)[CH:11]([CH3:13])[CH3:12])=[C:7]([CH3:32])[C:6]=2[CH:33]=1.[CH3:34][O:35][C:36]1[N:41]=[CH:40][C:39](B(O)O)=[CH:38][CH:37]=1.C(=O)([O-])[O-].[K+].[K+], predict the reaction product. The product is: [CH3:34][O:35][C:36]1[N:41]=[CH:40][C:39]([C:2]2[CH:3]=[CH:4][C:5]3[O:9][C:8]([CH:10]([NH:14][C:15]4[CH:16]=[CH:17][C:18]([C:21]([N:23]([CH3:31])[CH2:24][CH2:25][C:26]([O:28][CH2:29][CH3:30])=[O:27])=[O:22])=[CH:19][CH:20]=4)[CH:11]([CH3:13])[CH3:12])=[C:7]([CH3:32])[C:6]=3[CH:33]=2)=[CH:38][CH:37]=1. (3) Given the reactants [NH2:1][C:2]1[C:11]2[N:12]=[C:13]([CH2:31][CH2:32][O:33][CH3:34])[N:14]([CH2:15][CH2:16][O:17][CH2:18][CH2:19][N:20]3C(=O)C4C(=CC=CC=4)C3=O)[C:10]=2[C:9]2[CH:8]=[CH:7][CH:6]=[CH:5][C:4]=2[N:3]=1.O.NN, predict the reaction product. The product is: [NH2:20][CH2:19][CH2:18][O:17][CH2:16][CH2:15][N:14]1[C:10]2[C:9]3[CH:8]=[CH:7][CH:6]=[CH:5][C:4]=3[N:3]=[C:2]([NH2:1])[C:11]=2[N:12]=[C:13]1[CH2:31][CH2:32][O:33][CH3:34].